This data is from Full USPTO retrosynthesis dataset with 1.9M reactions from patents (1976-2016). The task is: Predict the reactants needed to synthesize the given product. Given the product [CH3:19][S:18][C:14]1[N:15]=[C:16]([O:8][CH2:1][C:2]2[CH:7]=[CH:6][CH:5]=[CH:4][CH:3]=2)[CH:17]=[CH:12][N:13]=1, predict the reactants needed to synthesize it. The reactants are: [CH2:1]([OH:8])[C:2]1[CH:7]=[CH:6][CH:5]=[CH:4][CH:3]=1.[H-].[Na+].Cl[C:12]1[CH:17]=[CH:16][N:15]=[C:14]([S:18][CH3:19])[N:13]=1.C(O)(=O)C.